This data is from Catalyst prediction with 721,799 reactions and 888 catalyst types from USPTO. The task is: Predict which catalyst facilitates the given reaction. (1) Reactant: C[Si]([N-][Si](C)(C)C)(C)C.[Na+].CCCCCC.[CH2:17]([C@H:24]1[CH2:28][O:27][C:26](=[O:29])[N:25]1[C:30](=[O:35])[CH2:31][CH2:32][CH2:33][CH3:34])[C:18]1[CH:23]=[CH:22][CH:21]=[CH:20][CH:19]=1.Br[CH2:37]/[CH:38]=[CH:39]/[CH2:40][O:41][CH2:42][C:43]1[CH:48]=[CH:47][CH:46]=[CH:45][CH:44]=1.[Cl-].[NH4+]. Product: [CH2:17]([C@H:24]1[CH2:28][O:27][C:26](=[O:29])[N:25]1[C:30](=[O:35])[C@H:31]([CH2:32][CH2:33][CH3:34])[CH2:37]/[CH:38]=[CH:39]/[CH2:40][O:41][CH2:42][C:43]1[CH:48]=[CH:47][CH:46]=[CH:45][CH:44]=1)[C:18]1[CH:19]=[CH:20][CH:21]=[CH:22][CH:23]=1. The catalyst class is: 7. (2) Reactant: C(OC([N:11]1[CH2:19][CH2:18][C:13]2([O:17][CH2:16][CH2:15][O:14]2)[CH2:12]1)=O)C1C=CC=CC=1. Product: [O:14]1[C:13]2([CH2:18][CH2:19][NH:11][CH2:12]2)[O:17][CH2:16][CH2:15]1. The catalyst class is: 29. (3) Reactant: [NH2:1][C:2]1[CH:7]=[CH:6][C:5]([C:8]([NH:10][S:11]([C:14]2[S:15][C:16]([Cl:19])=[CH:17][CH:18]=2)(=[O:13])=[O:12])=[O:9])=[CH:4][CH:3]=1.[C:20]1(=O)[O:25][C:23](=[O:24])[C:22]2=[CH:26][CH:27]=[CH:28][CH:29]=[C:21]12. Product: [O:24]=[C:23]1[C:22]2[CH:26]=[CH:27][CH:28]=[CH:29][C:21]=2[C:20](=[O:25])[N:1]1[C:2]1[CH:7]=[CH:6][C:5]([C:8]([NH:10][S:11]([C:14]2[S:15][C:16]([Cl:19])=[CH:17][CH:18]=2)(=[O:13])=[O:12])=[O:9])=[CH:4][CH:3]=1. The catalyst class is: 3. (4) Reactant: [Br:1][C:2]1[N:3]=[C:4]([NH:11][C:12]2[CH:17]=[CH:16][C:15]([CH:18]3[CH2:23][CH2:22][N:21](C(OC(C)(C)C)=O)[CH2:20][CH2:19]3)=[CH:14][CH:13]=2)[C:5]2[N:6]([CH:8]=[CH:9][N:10]=2)[CH:7]=1.FC(F)(F)C(O)=O.C(=O)(O)[O-].[Na+]. Product: [Br:1][C:2]1[N:3]=[C:4]([NH:11][C:12]2[CH:13]=[CH:14][C:15]([CH:18]3[CH2:23][CH2:22][NH:21][CH2:20][CH2:19]3)=[CH:16][CH:17]=2)[C:5]2[N:6]([CH:8]=[CH:9][N:10]=2)[CH:7]=1. The catalyst class is: 2. (5) Reactant: C[CH:2](O)[CH3:3].C[C:6]([CH3:8])=O.[CH3:9][CH2:10]O[Si](OCC)(OCC)OCC.[C:22]1([Si:28]([O:35][CH2:36][CH3:37])([O:32][CH2:33][CH3:34])[O:29][CH2:30][CH3:31])[CH:27]=[CH:26][CH:25]=[CH:24][CH:23]=1.[N+]([O-])(O)=O.C(O)CCC.C(O)C. Product: [C:22]1([Si:28]([O:35][CH2:36][CH2:37][CH2:2][CH3:3])([O:29][CH2:30][CH2:31][CH2:6][CH3:8])[O:32][CH2:33][CH2:34][CH2:9][CH3:10])[CH:23]=[CH:24][CH:25]=[CH:26][CH:27]=1. The catalyst class is: 6. (6) Reactant: [H-].[Na+].Cl.[NH2:4][C:5]([NH2:7])=[NH:6].[C:8]([O:12][C:13](=[O:37])[CH2:14][N:15]([S:22]([C:25]1[CH:34]=[C:33]2[C:28]([C:29]([Cl:36])=[CH:30][N:31]=[C:32]2Cl)=[CH:27][CH:26]=1)(=[O:24])=[O:23])[C:16]1[CH:21]=[CH:20][CH:19]=[CH:18][CH:17]=1)([CH3:11])([CH3:10])[CH3:9]. Product: [C:8]([O:12][C:13](=[O:37])[CH2:14][N:15]([S:22]([C:25]1[CH:34]=[C:33]2[C:28]([C:29]([Cl:36])=[CH:30][N:31]=[C:32]2[NH:6][C:5]([NH2:7])=[NH:4])=[CH:27][CH:26]=1)(=[O:23])=[O:24])[C:16]1[CH:17]=[CH:18][CH:19]=[CH:20][CH:21]=1)([CH3:11])([CH3:9])[CH3:10]. The catalyst class is: 57. (7) Reactant: Br[C:2]1[O:6][C:5]([C:7]2[C:12]([F:13])=[CH:11][CH:10]=[CH:9][C:8]=2[F:14])=[N:4][C:3]=1[C:15]#[N:16].C([Sn](CCCC)(CCCC)[C:22]1[CH:27]=[CH:26][CH:25]=[CH:24][N:23]=1)CCC.C[OH:37]. Product: [F:14][C:8]1[CH:9]=[CH:10][CH:11]=[C:12]([F:13])[C:7]=1[C:5]1[O:6][C:2]([C:22]2[CH:27]=[CH:26][CH:25]=[CH:24][N:23]=2)=[C:3]([C:15]([NH2:16])=[O:37])[N:4]=1. The catalyst class is: 790. (8) Reactant: CC([CH2:5][N:6]([CH2:10][CH2:11][NH:12][C:13]1[N:14]=[C:15]([C:32]2[CH:37]=[C:36]([C:38]([NH:40][C:41]3[CH:46]=[CH:45][C:44]([F:47])=[CH:43][CH:42]=3)=[O:39])[CH:35]=[CH:34][C:33]=2[CH3:48])[C:16]2[CH2:21][NH:20][C:19](=[O:22])[N:18]([C:23]3[C:28]([F:29])=[CH:27][CH:26]=[CH:25][C:24]=3[F:30])[C:17]=2[N:31]=1)C(=O)[O-])(C)C.C(O)(C(F)(F)F)=O. Product: [F:29][C:28]1[CH:27]=[CH:26][CH:25]=[C:24]([F:30])[C:23]=1[N:18]1[C:17]2[N:31]=[C:13]([NH:12][CH2:11][CH2:10][NH:6][CH3:5])[N:14]=[C:15]([C:32]3[CH:37]=[C:36]([CH:35]=[CH:34][C:33]=3[CH3:48])[C:38]([NH:40][C:41]3[CH:42]=[CH:43][C:44]([F:47])=[CH:45][CH:46]=3)=[O:39])[C:16]=2[CH2:21][NH:20][C:19]1=[O:22]. The catalyst class is: 2. (9) Reactant: C(C1C=CC(C(ON2C(=O)CCC2=O)=O)=CC=1)=O.[NH2:19][C:20]1[C:29]2[N:30]=[C:31]([CH2:52][CH2:53][CH2:54][CH3:55])[N:32]([O:33][CH2:34][CH2:35][CH2:36][CH2:37][NH:38][C:39](=[O:51])[C:40]3[CH:45]=[CH:44][C:43]([NH:46][N:47]=C(C)C)=[N:42][CH:41]=3)[C:28]=2[C:27]2[CH:26]=[CH:25][CH:24]=[CH:23][C:22]=2[N:21]=1. Product: [NH2:19][C:20]1[C:29]2[N:30]=[C:31]([CH2:52][CH2:53][CH2:54][CH3:55])[N:32]([O:33][CH2:34][CH2:35][CH2:36][CH2:37][NH:38][C:39](=[O:51])[C:40]3[CH:45]=[CH:44][C:43]([NH:46][NH2:47])=[N:42][CH:41]=3)[C:28]=2[C:27]2[CH:26]=[CH:25][CH:24]=[CH:23][C:22]=2[N:21]=1. The catalyst class is: 16. (10) Reactant: [H-].COCCO[Al+]OCCOC.[Na+].[H-].C1(C)C=CC=CC=1.[CH3:22][C:23]([O:26][C:27]([NH:29][C:30]1[S:31][CH:32]=[C:33]([C:35](OCC)=[O:36])[N:34]=1)=[O:28])([CH3:25])[CH3:24].O. Product: [OH:36][CH2:35][C:33]1[N:34]=[C:30]([NH:29][C:27](=[O:28])[O:26][C:23]([CH3:24])([CH3:22])[CH3:25])[S:31][CH:32]=1. The catalyst class is: 1.